This data is from Forward reaction prediction with 1.9M reactions from USPTO patents (1976-2016). The task is: Predict the product of the given reaction. (1) Given the reactants [C:1]([C:5]1[O:9][N:8]=[C:7]([NH:10][C:11](=[O:28])[CH2:12][C:13]2[CH:18]=[CH:17][C:16](B3OC(C)(C)C(C)(C)O3)=[CH:15][CH:14]=2)[CH:6]=1)([CH3:4])([CH3:3])[CH3:2].Br[C:30]1[CH:31]=[C:32]2[C:36](=[N:37][CH:38]=1)[NH:35][CH:34]=[CH:33]2.C([O-])([O-])=O.[Na+].[Na+].O, predict the reaction product. The product is: [NH:35]1[C:36]2=[N:37][CH:38]=[C:30]([C:16]3[CH:15]=[CH:14][C:13]([CH2:12][C:11]([NH:10][C:7]4[CH:6]=[C:5]([C:1]([CH3:2])([CH3:3])[CH3:4])[O:9][N:8]=4)=[O:28])=[CH:18][CH:17]=3)[CH:31]=[C:32]2[CH:33]=[CH:34]1. (2) The product is: [Cl:23][C:18]1[CH:17]=[C:16]([CH:21]=[CH:20][C:19]=1[Cl:22])[CH2:15][O:14][N:13]=[C:11]1[CH2:12][N:8]([C:6]([C:33]2[C:28](=[O:27])[O:29][C:30]([CH2:37][CH2:38][CH2:39][CH2:40][CH3:41])=[CH:31][CH:32]=2)=[O:7])[C@H:9]([C:24]([NH:48][CH2:47][C:43]2[O:42][CH:46]=[CH:45][CH:44]=2)=[O:26])[CH2:10]1. Given the reactants C(O[C:6]([N:8]1[CH2:12][C:11](=[N:13][O:14][CH2:15][C:16]2[CH:21]=[CH:20][C:19]([Cl:22])=[C:18]([Cl:23])[CH:17]=2)[CH2:10][C@H:9]1[C:24]([OH:26])=O)=[O:7])(C)(C)C.[O:27]=[C:28]1[C:33](C(Cl)=O)=[CH:32][CH:31]=[C:30]([CH2:37][CH2:38][CH2:39][CH2:40][CH3:41])[O:29]1.[O:42]1[CH:46]=[CH:45][CH:44]=[C:43]1[CH2:47][NH2:48], predict the reaction product. (3) Given the reactants [OH:1][CH2:2][C:3]1[CH:10]=[C:9]([CH3:11])[C:6]([CH:7]=[O:8])=[C:5]([CH3:12])[C:4]=1[CH3:13].[C:14]1(O)[CH:19]=[CH:18][CH:17]=[CH:16][CH:15]=1.C1(P(C2C=CC=CC=2)C2C=CC=CC=2)C=CC=CC=1.N(C(OCC)=O)=NC(OCC)=O, predict the reaction product. The product is: [CH3:12][C:5]1[C:4]([CH3:13])=[C:3]([CH2:2][O:1][C:14]2[CH:19]=[CH:18][CH:17]=[CH:16][CH:15]=2)[CH:10]=[C:9]([CH3:11])[C:6]=1[CH:7]=[O:8]. (4) Given the reactants S(Cl)([Cl:3])=O.[C:5]([OH:15])(=O)[C:6]1[C:7]([O:12][CH3:13])=[CH:8][CH:9]=[CH:10][CH:11]=1, predict the reaction product. The product is: [C:5]([Cl:3])(=[O:15])[C:6]1[C:7]([O:12][CH3:13])=[CH:8][CH:9]=[CH:10][CH:11]=1. (5) Given the reactants [C:1]([C:6]1[C:13]([C:14]([CH3:17])([CH3:16])[CH3:15])=[CH:12][C:9]([CH:10]=O)=[CH:8][C:7]=1[C:18]([CH3:21])([CH3:20])[CH3:19])(=[O:5])[CH:2]([CH3:4])[CH3:3].[C:22]([NH:26][OH:27])([CH3:25])([CH3:24])[CH3:23].C1(C)C=CC(S(O)(=O)=O)=CC=1, predict the reaction product. The product is: [C:1]([C:6]1[C:13]([C:14]([CH3:17])([CH3:16])[CH3:15])=[CH:12][C:9]([CH:10]=[N+:26]([C:22]([CH3:25])([CH3:24])[CH3:23])[O-:27])=[CH:8][C:7]=1[C:18]([CH3:21])([CH3:20])[CH3:19])(=[O:5])[CH:2]([CH3:4])[CH3:3]. (6) The product is: [NH:40]1[C:39]2[CH:51]=[CH:52][C:36]([CH:34]([C:31]3[N:29]4[N:30]=[C:25]([C:23]5[CH:22]=[N:21][N:20]([CH3:19])[CH:24]=5)[CH:26]=[CH:27][C:28]4=[N:33][CH:32]=3)[OH:35])=[CH:37][C:38]=2[N:42]=[CH:41]1. Given the reactants CCCC[N+](CCCC)(CCCC)CCCC.[F-].[CH3:19][N:20]1[CH:24]=[C:23]([C:25]2[CH:26]=[CH:27][C:28]3[N:29]([C:31]([CH:34]([C:36]4[CH:52]=[CH:51][C:39]5[N:40](COCC[Si](C)(C)C)[CH:41]=[N:42][C:38]=5[CH:37]=4)[OH:35])=[CH:32][N:33]=3)[N:30]=2)[CH:22]=[N:21]1, predict the reaction product.